This data is from Reaction yield outcomes from USPTO patents with 853,638 reactions. The task is: Predict the reaction yield, written as a fraction of the theoretical maximum amount of product (1.0 means a 100% yield; for example, 0.34 means a 34% yield). (1) The reactants are [Cl:1][C:2]1[CH:3]=[C:4]([NH2:20])[CH:5]=[C:6]([Cl:19])[C:7]=1[S:8][C:9]1[CH:18]=[CH:17][C:16]2[C:11](=[CH:12][CH:13]=[CH:14][CH:15]=2)[CH:10]=1.N1C=CC=CC=1.[Cl:27][C:28]1[N:33]=[CH:32][C:31]([S:34](Cl)(=[O:36])=[O:35])=[CH:30][CH:29]=1. The catalyst is C1COCC1. The product is [Cl:19][C:6]1[CH:5]=[C:4]([NH:20][S:34]([C:31]2[CH:32]=[N:33][C:28]([Cl:27])=[CH:29][CH:30]=2)(=[O:36])=[O:35])[CH:3]=[C:2]([Cl:1])[C:7]=1[S:8][C:9]1[CH:18]=[CH:17][C:16]2[C:11](=[CH:12][CH:13]=[CH:14][CH:15]=2)[CH:10]=1. The yield is 0.560. (2) The product is [N:50]1[CH:32]=[CH:31][C:30]([CH2:37][O:1][C:2]2[CH:3]=[CH:4][C:5]([C:8]3([C:11]([N:14]4[CH2:18][CH2:17][C@@:16]5([C:22]6[CH:23]=[CH:24][CH:25]=[CH:26][C:21]=6[C:20](=[O:27])[O:19]5)[CH2:15]4)=[O:13])[CH2:9][CH2:10]3)=[CH:6][CH:7]=2)=[CH:29][CH:28]=1. The yield is 0.890. The catalyst is C(Cl)Cl. The reactants are [OH:1][C:2]1[CH:7]=[CH:6][C:5]([C:8]2([C:11]([OH:13])=O)[CH2:10][CH2:9]2)=[CH:4][CH:3]=1.[NH:14]1[CH2:18][CH2:17][C@@:16]2([C:22]3[CH:23]=[CH:24][CH:25]=[CH:26][C:21]=3[C:20](=[O:27])[O:19]2)[CH2:15]1.[CH3:28][C:29]1(C)[C@@H]2CC[C@@:30]1([CH2:37]S(O)(=O)=O)[C:31](=O)[CH2:32]2.F[P-](F)(F)(F)(F)F.[N:50]1(O[P+](N(C)C)(N(C)C)N(C)C)C2C=CC=CC=2N=N1.C(N(CC)C(C)C)(C)C. (3) The reactants are [F:1][C:2]1([F:24])[O:6][C:5]2[CH:7]=[CH:8][CH:9]=[C:10]([N:11]3[CH:16]=[C:15]([O:17][CH3:18])[C:14](=[O:19])[C:13]([C:20]([O:22]C)=[O:21])=[N:12]3)[C:4]=2[O:3]1.[OH-].[Na+]. The catalyst is CO. The product is [F:24][C:2]1([F:1])[O:6][C:5]2[CH:7]=[CH:8][CH:9]=[C:10]([N:11]3[CH:16]=[C:15]([O:17][CH3:18])[C:14](=[O:19])[C:13]([C:20]([OH:22])=[O:21])=[N:12]3)[C:4]=2[O:3]1. The yield is 0.970.